This data is from Full USPTO retrosynthesis dataset with 1.9M reactions from patents (1976-2016). The task is: Predict the reactants needed to synthesize the given product. (1) Given the product [C:32]([O:36][C:37]([N:39]1[CH2:44][CH2:43][N:42]([C:20]2[S:21][C:17](=[CH:16][C:12]3[CH:11]=[C:10]4[C:15](=[CH:14][CH:13]=3)[N:7]([CH2:6][C:5]3[CH:26]=[CH:27][C:2]([Cl:1])=[CH:3][C:4]=3[C:28]([F:31])([F:29])[F:30])[N:8]=[CH:9]4)[C:18](=[O:25])[N:19]=2)[CH2:41][C@H:40]1[CH2:45][O:46][CH3:47])=[O:38])([CH3:35])([CH3:34])[CH3:33], predict the reactants needed to synthesize it. The reactants are: [Cl:1][C:2]1[CH:27]=[CH:26][C:5]([CH2:6][N:7]2[C:15]3[C:10](=[CH:11][C:12]([CH:16]=[C:17]4[S:21][C:20](SCC)=[N:19][C:18]4=[O:25])=[CH:13][CH:14]=3)[CH:9]=[N:8]2)=[C:4]([C:28]([F:31])([F:30])[F:29])[CH:3]=1.[C:32]([O:36][C:37]([N:39]1[CH2:44][CH2:43][NH:42][CH2:41][C@H:40]1[CH2:45][O:46][CH3:47])=[O:38])([CH3:35])([CH3:34])[CH3:33]. (2) Given the product [C:1]([C:5]1[CH:10]=[CH:9][C:8]([N:11]2[C:15](=[O:16])[C:14]([CH3:18])([CH3:17])[N:13]([CH2:19][C:20]3[CH:25]=[CH:24][N:23]=[C:22]([NH:28][C:27]([NH:37][CH:31]4[CH2:36][CH2:35][CH2:34][CH2:33][CH2:32]4)=[O:26])[CH:21]=3)[C:12]2=[O:30])=[CH:7][CH:6]=1)([CH3:4])([CH3:3])[CH3:2], predict the reactants needed to synthesize it. The reactants are: [C:1]([C:5]1[CH:10]=[CH:9][C:8]([N:11]2[C:15](=[O:16])[C:14]([CH3:18])([CH3:17])[N:13]([CH2:19][C:20]3[CH:25]=[CH:24][N:23]4[O:26][C:27](=S)[N:28]=[C:22]4[CH:21]=3)[C:12]2=[O:30])=[CH:7][CH:6]=1)([CH3:4])([CH3:3])[CH3:2].[CH:31]1([NH2:37])[CH2:36][CH2:35][CH2:34][CH2:33][CH2:32]1. (3) Given the product [CH2:1]([O:3][C:4]([CH:6]1[NH:30][CH2:29][C@:28]2([C:31](=[O:34])[CH2:32][OH:33])[C@H:7]1[CH2:8][C@H:9]1[C@H:22]3[C@@:13]([F:26])([C@:14]4([CH3:25])[C:19]([C@@H:20]([F:23])[CH2:21]3)=[CH:18][C:17](=[O:24])[CH:16]=[CH:15]4)[C@@H:12]([OH:27])[CH2:11][C@@:10]12[CH3:35])=[O:5])[CH3:2], predict the reactants needed to synthesize it. The reactants are: [CH2:1]([O:3][C:4]([CH:6]1[N:30]=[CH:29][C@:28]2([C:31](=[O:34])[CH2:32][OH:33])[C@H:7]1[CH2:8][C@H:9]1[C@H:22]3[C@@:13]([F:26])([C@:14]4([CH3:25])[C:19]([C@@H:20]([F:23])[CH2:21]3)=[CH:18][C:17](=[O:24])[CH:16]=[CH:15]4)[C@@H:12]([OH:27])[CH2:11][C@@:10]12[CH3:35])=[O:5])[CH3:2].[BH3-]C#N.[Na+].C(O)(=O)C.C([O-])(O)=O.[Na+]. (4) The reactants are: [CH3:1][NH:2][C:3]1[CH:8]=[CH:7][C:6]([O:9][CH2:10][C:11]2[C:20]3[C:15](=[CH:16][CH:17]=[CH:18][CH:19]=3)[N:14]=[C:13]([CH3:21])[CH:12]=2)=[CH:5][CH:4]=1.[CH3:22][C:23]1([CH2:30][S:31](Cl)(=[O:33])=[O:32])[C:27](=[O:28])[NH:26][C:25](=[O:29])[NH:24]1.C(N(CC)CC)C. Given the product [CH3:1][N:2]([C:3]1[CH:8]=[CH:7][C:6]([O:9][CH2:10][C:11]2[C:20]3[C:15](=[CH:16][CH:17]=[CH:18][CH:19]=3)[N:14]=[C:13]([CH3:21])[CH:12]=2)=[CH:5][CH:4]=1)[S:31]([CH2:30][C:23]1([CH3:22])[C:27](=[O:28])[NH:26][C:25](=[O:29])[NH:24]1)(=[O:32])=[O:33], predict the reactants needed to synthesize it.